From a dataset of Forward reaction prediction with 1.9M reactions from USPTO patents (1976-2016). Predict the product of the given reaction. (1) Given the reactants [F:1][C:2]1[CH:7]=[CH:6][C:5]([N:8]=[C:9]=[O:10])=[CH:4][C:3]=1[C:11]([F:14])([F:13])[F:12].[C:15]([N:19]1[CH2:24][CH2:23][N:22](C(OC(C)(C)C)=O)[C@@H:21]([C:32]([N:34]2[CH2:39][CH2:38][NH:37][CH2:36][CH2:35]2)=[O:33])[CH2:20]1)([CH3:18])([CH3:17])[CH3:16], predict the reaction product. The product is: [NH3:8].[CH3:9][OH:10].[C:15]([N:19]1[CH2:24][CH2:23][NH:22][C@@H:21]([C:32]([N:34]2[CH2:39][CH2:38][N:37]([C:9]([NH:8][C:5]3[CH:6]=[CH:7][C:2]([F:1])=[C:3]([C:11]([F:12])([F:13])[F:14])[CH:4]=3)=[O:10])[CH2:36][CH2:35]2)=[O:33])[CH2:20]1)([CH3:18])([CH3:16])[CH3:17]. (2) Given the reactants [C:1]1([C:9]([O:11]CC)=[O:10])([C:4]([O:6][CH2:7][CH3:8])=[O:5])[CH2:3][CH2:2]1.C(O)C, predict the reaction product. The product is: [CH2:7]([O:6][C:4]([C:1]1([C:9]([OH:11])=[O:10])[CH2:2][CH2:3]1)=[O:5])[CH3:8].